This data is from Experimentally validated miRNA-target interactions with 360,000+ pairs, plus equal number of negative samples. The task is: Binary Classification. Given a miRNA mature sequence and a target amino acid sequence, predict their likelihood of interaction. The miRNA is hsa-miR-25-3p with sequence CAUUGCACUUGUCUCGGUCUGA. The protein sequence of the target gene is MLSFVDTRTLLLLAVTLCLATCQSLQEETVRKGPAGDRGPRGERGPPGPPGRDGEDGPTGPPGPPGPPGPPGLGGNFAAQYDGKGVGLGPGPMGLMGPRGPPGAAGAPGPQGFQGPAGEPGEPGQTGPAGARGPAGPPGKAGEDGHPGKPGRPGERGVVGPQGARGFPGTPGLPGFKGIRGHNGLDGLKGQPGAPGVKGEPGAPGENGTPGQTGARGLPGERGRVGAPGPAGARGSDGSVGPVGPAGPIGSAGPPGFPGAPGPKGEIGAVGNAGPAGPAGPRGEVGLPGLSGPVGPPGNP.... Result: 1 (interaction).